Dataset: Forward reaction prediction with 1.9M reactions from USPTO patents (1976-2016). Task: Predict the product of the given reaction. Given the reactants [Cl:1][C:2]1[CH:27]=[CH:26][C:5]([CH2:6][C:7]2[N:8]=[C:9]([C:20]3[CH:25]=[CH:24][N:23]=[CH:22][CH:21]=3)[S:10][C:11]=2/[CH:12]=[N:13]/[S:14]([N:17]([CH3:19])[CH3:18])(=[O:16])=[O:15])=[CH:4][CH:3]=1.C1(C)C=CC(S([CH2:37][N+:38]#[C-:39])(=O)=O)=CC=1.C(=O)([O-])[O-].[K+].[K+], predict the reaction product. The product is: [Cl:1][C:2]1[CH:3]=[CH:4][C:5]([CH2:6][C:7]2[N:8]=[C:9]([C:20]3[CH:21]=[CH:22][N:23]=[CH:24][CH:25]=3)[S:10][C:11]=2[C:12]2[N:13]([S:14]([N:17]([CH3:18])[CH3:19])(=[O:16])=[O:15])[CH:39]=[N:38][CH:37]=2)=[CH:26][CH:27]=1.